Dataset: NCI-60 drug combinations with 297,098 pairs across 59 cell lines. Task: Regression. Given two drug SMILES strings and cell line genomic features, predict the synergy score measuring deviation from expected non-interaction effect. Drug 1: COC1=CC(=CC(=C1O)OC)C2C3C(COC3=O)C(C4=CC5=C(C=C24)OCO5)OC6C(C(C7C(O6)COC(O7)C8=CC=CS8)O)O. Drug 2: B(C(CC(C)C)NC(=O)C(CC1=CC=CC=C1)NC(=O)C2=NC=CN=C2)(O)O. Cell line: NCI-H522. Synergy scores: CSS=26.6, Synergy_ZIP=-10.2, Synergy_Bliss=-4.75, Synergy_Loewe=-1.47, Synergy_HSA=-1.65.